This data is from Catalyst prediction with 721,799 reactions and 888 catalyst types from USPTO. The task is: Predict which catalyst facilitates the given reaction. (1) Reactant: Cl[C:2]1[N:3]=[CH:4][N:5]([C:7]2[C:12]([F:13])=[CH:11][C:10]([N+:14]([O-])=O)=[CH:9][C:8]=2[F:17])[CH:6]=1.ClC1N=CN(C2C(F)=CC(N)=CC=2F)C=1. Product: [F:13][C:12]1[CH:11]=[C:10]([CH:9]=[C:8]([F:17])[C:7]=1[N:5]1[CH:6]=[CH:2][N:3]=[CH:4]1)[NH2:14]. The catalyst class is: 256. (2) Reactant: Cl[C:2]1[C:7]([O:8][CH2:9][CH3:10])=[CH:6][CH:5]=[CH:4][N:3]=1.[CH3:11][O-:12].[Na+]. Product: [CH2:9]([O:8][C:7]1[C:2]([O:12][CH3:11])=[N:3][CH:4]=[CH:5][CH:6]=1)[CH3:10]. The catalyst class is: 6. (3) Reactant: [CH3:1][O:2][C:3]1[CH:4]=[C:5]2[C:9](=[CH:10][CH:11]=1)[C:8](=[O:12])[CH2:7][C:6]2([CH3:14])[CH3:13].S(=O)(=O)(O)O.[N-:20]=[N+]=[N-].[Na+]. Product: [CH3:1][O:2][C:3]1[CH:4]=[C:5]2[C:9](=[CH:10][CH:11]=1)[C:8](=[O:12])[NH:20][CH2:7][C:6]2([CH3:14])[CH3:13]. The catalyst class is: 638. (4) The catalyst class is: 217. Product: [CH:14]1[CH:13]=[CH:12][C:11]2[C:10]3[CH:9]=[CH:8][CH:7]=[CH:6][C:5]=3[NH:4][CH2:3][C:16]=2[CH:15]=1.[CH2:1]([CH:3]1[C:16]2[C:11](=[CH:12][C:13]([CH3:17])=[CH:14][CH:15]=2)[C:10]2[CH:9]=[CH:8][CH:7]=[CH:6][C:5]=2[N:4]1[S:56]([C:53]1[CH:52]=[CH:51][C:50]([O:49][CH3:48])=[CH:55][CH:54]=1)(=[O:58])=[O:57])[CH3:2]. Reactant: [CH2:1]([C:3]1[N:4]=[C:5]2[C:10](=[C:11]3[C:16]=1[CH:15]=[CH:14][C:13]([CH3:17])=[CH:12]3)[CH:9]=[CH:8][CH:7]=[CH:6]2)[CH3:2].[BH4-].[Na+].FC(F)(F)C(O)=O.C1C=CC2C3C=CC=CC=3NCC=2C=1.C(N(CC)CC)C.[CH3:48][O:49][C:50]1[CH:55]=[CH:54][C:53]([S:56](Cl)(=[O:58])=[O:57])=[CH:52][CH:51]=1. (5) The catalyst class is: 32. Reactant: Cl.[CH2:2]([O:9][C:10]1[CH:19]=[C:18]2[C:13]([C:14]([Cl:20])=[N:15][CH:16]=[N:17]2)=[CH:12][C:11]=1[O:21][CH3:22])[C:3]1[CH:8]=[CH:7][CH:6]=[CH:5][CH:4]=1.[C:23]([O:26][C:27]1[CH:28]=[C:29]([CH:31]=[CH:32][C:33]=1[CH3:34])[NH2:30])(=[O:25])[CH3:24]. Product: [ClH:20].[C:23]([O:26][C:27]1[CH:28]=[C:29]([CH:31]=[CH:32][C:33]=1[CH3:34])[NH:30][C:14]1[C:13]2[C:18](=[CH:19][C:10]([O:9][CH2:2][C:3]3[CH:8]=[CH:7][CH:6]=[CH:5][CH:4]=3)=[C:11]([O:21][CH3:22])[CH:12]=2)[N:17]=[CH:16][N:15]=1)(=[O:25])[CH3:24]. (6) Reactant: [CH:1]1([N:6]2[CH2:12][C:11]([CH3:14])([CH3:13])[C:10](=[O:15])[N:9]([CH3:16])[C:8]3[CH:17]=[N:18][C:19]([NH:21][C:22]4[CH:30]=[CH:29][C:25]([C:26](O)=[O:27])=[CH:24][C:23]=4[O:31][CH3:32])=[N:20][C:7]2=3)[CH2:5][CH2:4][CH2:3][CH2:2]1.CCN(C(C)C)C(C)C.CN(C(ON1N=NC2C=CC=CC1=2)=[N+](C)C)C.[B-](F)(F)(F)F.Cl.Cl.[NH2:66][CH:67]1[CH:72]2[CH2:73][CH2:74][N:69]([CH2:70][CH2:71]2)[CH2:68]1. Product: [CH:1]1([N:6]2[CH2:12][C:11]([CH3:13])([CH3:14])[C:10](=[O:15])[N:9]([CH3:16])[C:8]3[CH:17]=[N:18][C:19]([NH:21][C:22]4[CH:30]=[CH:29][C:25]([C:26]([NH:66][CH:67]5[CH:72]6[CH2:73][CH2:74][N:69]([CH2:70][CH2:71]6)[CH2:68]5)=[O:27])=[CH:24][C:23]=4[O:31][CH3:32])=[N:20][C:7]2=3)[CH2:5][CH2:4][CH2:3][CH2:2]1. The catalyst class is: 3.